From a dataset of Catalyst prediction with 721,799 reactions and 888 catalyst types from USPTO. Predict which catalyst facilitates the given reaction. (1) Reactant: [Si]([O:8][C:9]1[CH:18]=[C:17]2[C:12]([N:13]=[CH:14][C:15]([C:19]3[CH:27]=[CH:26][C:22]([N:23]([CH3:25])[CH3:24])=[CH:21][CH:20]=3)=[N:16]2)=[CH:11][CH:10]=1)(C(C)(C)C)(C)C.[F-].C([N+](CCCC)(CCCC)CCCC)CCC. Product: [CH3:24][N:23]([CH3:25])[C:22]1[CH:21]=[CH:20][C:19]([C:15]2[CH:14]=[N:13][C:12]3[C:17]([N:16]=2)=[CH:18][C:9]([OH:8])=[CH:10][CH:11]=3)=[CH:27][CH:26]=1. The catalyst class is: 7. (2) Reactant: [CH3:1][CH:2]([CH3:15])[C:3]([C:5]1[C:14]2[C:9](=[CH:10][CH:11]=[CH:12][CH:13]=2)[CH:8]=[CH:7][CH:6]=1)=[O:4].S(Cl)([Cl:19])(=O)=O. Product: [Cl:19][C:2]([CH3:15])([CH3:1])[C:3]([C:5]1[C:14]2[C:9](=[CH:10][CH:11]=[CH:12][CH:13]=2)[CH:8]=[CH:7][CH:6]=1)=[O:4]. The catalyst class is: 194. (3) Reactant: [H-].[Na+].F[C:4]1[CH:9]=[CH:8][CH:7]=[CH:6][C:5]=1[C:10](=[N:25][OH:26])[CH2:11][N:12]1[C:16]2[CH:17]=[CH:18][CH:19]=[CH:20][C:15]=2[N:14]([C:21]([CH3:23])=[CH2:22])[C:13]1=[O:24].COCCOC. The catalyst class is: 6. Product: [O:26]1[C:4]2[CH:9]=[CH:8][CH:7]=[CH:6][C:5]=2[C:10]([CH2:11][N:12]2[C:16]3[CH:17]=[CH:18][CH:19]=[CH:20][C:15]=3[N:14]([C:21]([CH3:23])=[CH2:22])[C:13]2=[O:24])=[N:25]1. (4) Reactant: [Br:1][C:2]1[C:6]2=[N:7][CH:8]=[CH:9][CH:10]=[C:5]2[NH:4][N:3]=1.[CH2:11](I)[CH3:12].C([O-])([O-])=O.[K+].[K+].O. Product: [Br:1][C:2]1[C:6]2=[N:7][CH:8]=[CH:9][CH:10]=[C:5]2[N:4]([CH2:11][CH3:12])[N:3]=1. The catalyst class is: 3.